This data is from Reaction yield outcomes from USPTO patents with 853,638 reactions. The task is: Predict the reaction yield, written as a fraction of the theoretical maximum amount of product (1.0 means a 100% yield; for example, 0.34 means a 34% yield). (1) The reactants are [CH3:1][O:2][C:3]1[CH:4]=[C:5]([NH:11][C:12]2[N:17]=[C:16](SC)[N:15]3[CH:20]=[CH:21][N:22]=[C:14]3[C:13]=2[C:23]([NH2:25])=[O:24])[CH:6]=[C:7]([O:9][CH3:10])[CH:8]=1.CCN(C(C)C)C(C)C.[NH2:35][CH2:36][C:37]1[CH:43]=[CH:42][C:40]([NH2:41])=[CH:39][CH:38]=1. The catalyst is CN1C(=O)CCC1.O. The product is [NH2:41][C:40]1[CH:42]=[CH:43][C:37]([CH2:36][NH:35][C:16]2[N:15]3[CH:20]=[CH:21][N:22]=[C:14]3[C:13]([C:23]([NH2:25])=[O:24])=[C:12]([NH:11][C:5]3[CH:4]=[C:3]([O:2][CH3:1])[CH:8]=[C:7]([O:9][CH3:10])[CH:6]=3)[N:17]=2)=[CH:38][CH:39]=1. The yield is 0.830. (2) The reactants are [Cl:1][C:2]1[CH:7]=[C:6]([O:8][C:9]2[C:10]([CH3:18])=[C:11]([CH2:16][OH:17])[CH:12]=[N:13][C:14]=2[CH3:15])[CH:5]=[CH:4][N:3]=1.[OH-].[Na+].[O-:21][Mn](=O)(=O)=O.[K+]. The catalyst is ClCCl. The product is [Cl:1][C:2]1[CH:7]=[C:6]([O:8][C:9]2[C:14]([CH3:15])=[N:13][CH:12]=[C:11]([C:10]=2[CH3:18])[C:16]([OH:21])=[O:17])[CH:5]=[CH:4][N:3]=1. The yield is 0.510. (3) The catalyst is C(O)(C(F)(F)F)=O.C(Cl)Cl. The yield is 0.800. The reactants are C(OC(=O)[NH:7][CH2:8][C@@H:9]([NH:25][C:26]([C:28]1[S:44][C:31]2=[N:32][C:33]3[C:38]([CH:39]=[C:30]2[CH:29]=1)=[CH:37][C:36]([C:40]([CH3:43])([CH3:42])[CH3:41])=[CH:35][CH:34]=3)=[O:27])[C:10]1[CH:15]=[CH:14][CH:13]=[C:12]([NH:16][C:17]([C:19]2[CH:23]=[C:22]([CH3:24])[O:21][N:20]=2)=[O:18])[CH:11]=1)(C)(C)C. The product is [NH2:7][CH2:8][C@@H:9]([NH:25][C:26]([C:28]1[S:44][C:31]2=[N:32][C:33]3[C:38]([CH:39]=[C:30]2[CH:29]=1)=[CH:37][C:36]([C:40]([CH3:42])([CH3:41])[CH3:43])=[CH:35][CH:34]=3)=[O:27])[C:10]1[CH:15]=[CH:14][CH:13]=[C:12]([NH:16][C:17]([C:19]2[CH:23]=[C:22]([CH3:24])[O:21][N:20]=2)=[O:18])[CH:11]=1. (4) The reactants are [Br:1][C:2]1[CH:3]=[N:4][C:5]([C:8]([O:10]C)=O)=[N:6][CH:7]=1.O.[NH2:13][NH2:14]. The catalyst is CCO. The product is [Br:1][C:2]1[CH:7]=[N:6][C:5]([C:8]([NH:13][NH2:14])=[O:10])=[N:4][CH:3]=1. The yield is 0.720.